From a dataset of Full USPTO retrosynthesis dataset with 1.9M reactions from patents (1976-2016). Predict the reactants needed to synthesize the given product. (1) Given the product [CH3:30][C:24]1[CH:25]=[CH:26][C:27]([CH3:29])=[CH:28][C:23]=1[C:22]1[C:21](=[O:31])[NH:20][CH:10]([CH2:11][CH:12]2[CH2:13][CH2:14][N:15]([O:18][CH3:19])[CH2:16][CH2:17]2)[C:9]=1[OH:8], predict the reactants needed to synthesize it. The reactants are: CC([O-])(C)C.[K+].C[O:8][C:9](=O)[CH:10]([NH:20][C:21](=[O:31])[CH2:22][C:23]1[CH:28]=[C:27]([CH3:29])[CH:26]=[CH:25][C:24]=1[CH3:30])[CH2:11][CH:12]1[CH2:17][CH2:16][N:15]([O:18][CH3:19])[CH2:14][CH2:13]1.Cl. (2) Given the product [C:1]1([P:7]([C:19]2[CH:24]=[CH:23][CH:22]=[CH:21][CH:20]=2)([C@@H:9]2[CH2:14][CH:13]3[CH2:15][CH:11]([C:12]3([CH3:16])[CH3:17])[C@@H:10]2[CH2:18][OH:28])=[O:8])[CH:2]=[CH:3][CH:4]=[CH:5][CH:6]=1, predict the reactants needed to synthesize it. The reactants are: [C:1]1([P:7]([C:19]2[CH:24]=[CH:23][CH:22]=[CH:21][CH:20]=2)([CH:9]2[CH2:14][CH:13]3[CH2:15][C@H:11]([C:12]3([CH3:17])[CH3:16])[C:10]2=[CH2:18])=[O:8])[CH:6]=[CH:5][CH:4]=[CH:3][CH:2]=1.C1C[O:28]CC1. (3) Given the product [C:1]([O:5][C:6]([N:8]1[CH2:9][CH2:10][CH:11]([NH:14][C:15]2[CH:16]=[CH:17][C:18]([NH:21][C:22]3[S:23][CH:24]=[C:25]([S:27][C:28]4[CH:33]=[CH:32][N:31]=[C:30]([C:34]([OH:36])=[O:35])[CH:29]=4)[N:26]=3)=[N:19][CH:20]=2)[CH2:12][CH2:13]1)=[O:7])([CH3:4])([CH3:2])[CH3:3], predict the reactants needed to synthesize it. The reactants are: [C:1]([O:5][C:6]([N:8]1[CH2:13][CH2:12][CH:11]([NH:14][C:15]2[CH:16]=[CH:17][C:18]([NH:21][C:22]3[S:23][CH:24]=[C:25]([S:27][C:28]4[CH:33]=[CH:32][N:31]=[C:30]([C:34]([O:36]C)=[O:35])[CH:29]=4)[N:26]=3)=[N:19][CH:20]=2)[CH2:10][CH2:9]1)=[O:7])([CH3:4])([CH3:3])[CH3:2].[OH-].[Na+].[Cl-].[NH4+]. (4) Given the product [Cl:8][C:9]1[CH:10]=[CH:11][C:12]([F:22])=[C:13]([C:15]2[N:20]=[C:19]([OH:21])[C:18]([I:30])=[CH:17][N:16]=2)[CH:14]=1, predict the reactants needed to synthesize it. The reactants are: N1C=CC=NC1=O.[Cl:8][C:9]1[CH:10]=[CH:11][C:12]([F:22])=[C:13]([C:15]2[N:20]=[C:19]([OH:21])[CH:18]=[CH:17][N:16]=2)[CH:14]=1.C1C(=O)N([I:30])C(=O)C1. (5) Given the product [Cl:24][C:20]1[CH:19]=[C:18]2[C:23]([C:15]([CH2:26][C:27]3[CH:32]=[CH:31][CH:30]=[C:29]([Cl:33])[CH:28]=3)([O:1][C:2]3[C:10]([CH:11]([CH3:13])[CH3:12])=[CH:9][CH:8]=[CH:7][C:3]=3[C:4]([OH:6])=[O:5])[C:16](=[O:25])[NH:17]2)=[CH:22][CH:21]=1, predict the reactants needed to synthesize it. The reactants are: [OH:1][C:2]1[C:10]([CH:11]([CH3:13])[CH3:12])=[CH:9][CH:8]=[CH:7][C:3]=1[C:4]([OH:6])=[O:5].Br[C:15]1([CH2:26][C:27]2[CH:32]=[CH:31][CH:30]=[C:29]([Cl:33])[CH:28]=2)[C:23]2[C:18](=[CH:19][C:20]([Cl:24])=[CH:21][CH:22]=2)[NH:17][C:16]1=[O:25].ClC1C=C2C(C(NC3C=C(C=CC=3)C(O)=O)(CC3C=CC=C(Cl)C=3)C(=O)N2)=CC=1. (6) Given the product [CH3:10][C:9]1([CH2:8][CH2:7][CH2:6][N+:3]([O-:5])=[O:4])[O:14][CH2:13][CH2:12][O:11]1, predict the reactants needed to synthesize it. The reactants are: N#N.[N+:3]([CH2:6][CH2:7][CH2:8][C:9](=[O:11])[CH3:10])([O-:5])=[O:4].[CH2:12](O)[CH2:13][OH:14].CC1C=CC(S(O)(=O)=O)=CC=1.C([O-])(O)=O.[Na+]. (7) The reactants are: C(#N)[CH2:2][CH2:3][CH2:4][CH2:5][C:6]#[N:7].[CH2:9]=[CH:10][CH:11]=[CH2:12].[CH:13]#[N:14]. Given the product [C:6](#[N:7])[CH2:5][CH:4]=[CH:3][CH3:2].[CH3:12][CH:11]([CH:10]=[CH2:9])[C:13]#[N:14], predict the reactants needed to synthesize it. (8) Given the product [CH2:29]([O:36][NH:37][C:9](=[O:10])[C:8]1[CH:12]=[CH:13][C:14]([CH3:15])=[C:6]([C:4](=[O:5])[C:3]2[CH:16]=[CH:17][C:18]([NH:20][C:21]3[CH:26]=[CH:25][C:24]([F:27])=[CH:23][C:22]=3[F:28])=[CH:19][C:2]=2[Cl:1])[CH:7]=1)[C:30]1[CH:35]=[CH:34][CH:33]=[CH:32][CH:31]=1, predict the reactants needed to synthesize it. The reactants are: [Cl:1][C:2]1[CH:19]=[C:18]([NH:20][C:21]2[CH:26]=[CH:25][C:24]([F:27])=[CH:23][C:22]=2[F:28])[CH:17]=[CH:16][C:3]=1[C:4]([C:6]1[CH:7]=[C:8]([CH:12]=[CH:13][C:14]=1[CH3:15])[C:9](O)=[O:10])=[O:5].[CH2:29]([O:36][NH2:37])[C:30]1[CH:35]=[CH:34][CH:33]=[CH:32][CH:31]=1. (9) Given the product [NH:7]1[CH:11]=[CH:10][N:9]=[C:8]1[CH2:12][N:13]([CH2:26][C:27]1[CH:28]=[CH:29][C:30]([CH2:31][N:32]2[C:36](=[O:37])[CH2:35][C:34]3([CH2:42][CH2:41][NH:40][CH2:39][CH2:38]3)[CH2:33]2)=[CH:50][CH:51]=1)[CH2:14][C:15]1[NH:19][CH:18]=[CH:17][N:16]=1, predict the reactants needed to synthesize it. The reactants are: Cl.CN(C)S([N:7]1[CH:11]=[CH:10][N:9]=[C:8]1[CH2:12][N:13]([CH2:26][C:27]1[CH:51]=[CH:50][C:30]([CH2:31][N:32]2[C:36](=[O:37])[CH2:35][C:34]3([CH2:42][CH2:41][N:40](C(OC(C)(C)C)=O)[CH2:39][CH2:38]3)[CH2:33]2)=[CH:29][CH:28]=1)[CH2:14][C:15]1[N:16](S(N(C)C)(=O)=O)[CH:17]=[CH:18][N:19]=1)(=O)=O.[OH-].[Na+].